Predict which catalyst facilitates the given reaction. From a dataset of Catalyst prediction with 721,799 reactions and 888 catalyst types from USPTO. (1) Product: [OH:1][CH:2]([CH2:6][CH:7]([CH3:9])[CH3:8])[C:3]([O:5][CH2:10][C:11]1[CH:16]=[CH:15][CH:14]=[CH:13][CH:12]=1)=[O:4]. The catalyst class is: 13. Reactant: [OH:1][CH:2]([CH2:6][CH:7]([CH3:9])[CH3:8])[C:3]([OH:5])=[O:4].[CH2:10](Br)[C:11]1[CH:16]=[CH:15][CH:14]=[CH:13][CH:12]=1.C(N(CC)CC)C. (2) Reactant: C(=O)([O-])[O-].[K+].[K+].[I:7][C:8]1[CH:13]=[CH:12][C:11]([OH:14])=[CH:10][CH:9]=1.Cl[C:16]1[N:21]=[CH:20][CH:19]=[CH:18][N:17]=1. Product: [I:7][C:8]1[CH:13]=[CH:12][C:11]([O:14][C:16]2[N:21]=[CH:20][CH:19]=[CH:18][N:17]=2)=[CH:10][CH:9]=1. The catalyst class is: 163. (3) Reactant: Br[CH2:2][CH2:3][CH2:4][CH2:5][CH2:6][C:7]([O:9][CH2:10][CH3:11])=[O:8].[Na+].[I-:13]. Product: [I:13][CH2:2][CH2:3][CH2:4][CH2:5][CH2:6][C:7]([O:9][CH2:10][CH3:11])=[O:8]. The catalyst class is: 21. (4) Reactant: N[C@H](C1[N:5](C2C=CC=CC=2)[C:6](=O)[C:7]2[C:12]([CH:13]=1)=CC=C[C:8]=2[Cl:14])C.COC1C=C(B(O)O)C=CN=1.[NH2:33][C:34]1[N:39]=[C:38]([Cl:40])[CH:37]=[C:36]([CH3:41])[N:35]=1.C1C(=O)N([I:49])C(=O)C1. Product: [NH2:39][C:34]1[N:35]=[C:8]([Cl:14])[C:7]([C:6]#[N:5])=[C:12]([CH3:13])[N:33]=1.[Cl:40][C:38]1[C:37]([I:49])=[C:36]([CH3:41])[N:35]=[C:34]([NH2:33])[N:39]=1. The catalyst class is: 382. (5) Reactant: [Cl:1][C:2]1[C:9]([O:10][C:11]2[C:19]3[N:18]=[N:17][NH:16][C:15]=3[CH:14]=[CH:13][C:12]=2[Cl:20])=[CH:8][C:7]([Cl:21])=[CH:6][C:3]=1[C:4]#[N:5].C(=O)([O-])[O-].[Cs+].[Cs+].Br[CH2:29][C:30]1[C:38]2[C:33](=[N:34][CH:35]=[CH:36][CH:37]=2)[N:32]([C:39]([O:41][C:42]([CH3:45])([CH3:44])[CH3:43])=[O:40])[N:31]=1. Product: [Cl:20][C:12]1[CH:13]=[CH:14][C:15]2[N:16]([CH2:29][C:30]3[C:38]4[C:33](=[N:34][CH:35]=[CH:36][CH:37]=4)[N:32]([C:39]([O:41][C:42]([CH3:45])([CH3:44])[CH3:43])=[O:40])[N:31]=3)[N:17]=[N:18][C:19]=2[C:11]=1[O:10][C:9]1[CH:8]=[C:7]([Cl:21])[CH:6]=[C:3]([C:4]#[N:5])[C:2]=1[Cl:1]. The catalyst class is: 3. (6) Reactant: [Br:1][C:2]1[CH:3]=[C:4]([S:9]([NH:12][CH:13]2[CH2:16][CH2:15][CH2:14]2)(=[O:11])=[O:10])[C:5](Cl)=[N:6][CH:7]=1.[CH3:17][O-:18].[Na+]. The catalyst class is: 36. Product: [Br:1][C:2]1[CH:3]=[C:4]([S:9]([NH:12][CH:13]2[CH2:16][CH2:15][CH2:14]2)(=[O:11])=[O:10])[C:5]([O:18][CH3:17])=[N:6][CH:7]=1.